This data is from Experimentally validated miRNA-target interactions with 360,000+ pairs, plus equal number of negative samples. The task is: Binary Classification. Given a miRNA mature sequence and a target amino acid sequence, predict their likelihood of interaction. (1) The miRNA is hsa-miR-1276 with sequence UAAAGAGCCCUGUGGAGACA. The protein sequence of the target gene is MGDMVVEPATLKPTSEPTPSPSGNNGGSLLSVITEGVGELSVIDPEVAQKACQEVLEKVKLLHGGVAISSKGTPLELVNGDGVDNEIRCLDDPPAQIREEEDEMGAGVASGTAKGARRRRQNNSAKQSWLLRLFESKLFDISMAISYLYNSKEPGVQAYIGNRLFYFRNEDVDFYLPQLLNMYIHMDEDVGDAIKPYIVHRCRQSINFSLQCALLLGAYSSDMHISTQRHSRGTKLRKLILSDELKPAHRKRELPTLSPAPDTGLSPSKRTHQRSKSDATASISLSSNLKRTASNPKVEN.... Result: 0 (no interaction). (2) The miRNA is hsa-miR-107 with sequence AGCAGCAUUGUACAGGGCUAUCA. The protein sequence of the target gene is MNETNKTLVGPSELPTASAVAPGPGTGARAWPVLVGFVLGAVVLSLLIALAAKCHLCRRYHASYRHRPLPETGRGGRPQVAEDEDDDGFIEDNYIQPGTGELGTEGSRDHFSL. Result: 0 (no interaction). (3) The miRNA is hsa-miR-7106-5p with sequence UGGGAGGAGGGGAUCUUGGG. The protein sequence of the target gene is MAPTLFQKLFSKRTGLGAPGRDARDPDCGFSWPLPEFDPSQIRLIVYQDCERRGRNVLFDSSVKRRNEDISVSKLGSDAQVKVFGKCCQLKPGGDSSSSLDSSVTSSSDIKDQCLKYQGSRCSSDANMLGEMMFGSVAMSYKGSTLKIHQIRSPPQLMLSKVFTARTGSSICGSLNTLQDSLEFINQDNNTLKADNNTVINGLLGNIGLSQFCSPRRAFSEQGPLRLIRSASFFAVHSNPMDMPGRELNEDRDSGIARSASLSSLLITPFPSPNSSLTRSCASSYQRRWRRSQTTSLENG.... Result: 1 (interaction).